Dataset: Forward reaction prediction with 1.9M reactions from USPTO patents (1976-2016). Task: Predict the product of the given reaction. (1) Given the reactants [F:1][C:2]1([F:18])[CH2:6][CH2:5][C@@H:4]([C@@:7]([OH:17])([C:11]2[CH:16]=[CH:15][CH:14]=[CH:13][CH:12]=2)[C:8]([OH:10])=[O:9])[CH2:3]1.C(N1C=CN=C1)(N1C=CN=C1)=O.O[CH:32]1[CH2:37][CH2:36][N:35]([C:38]([O:40][C:41]([CH3:44])([CH3:43])[CH3:42])=[O:39])[CH2:34][CH2:33]1.[H-].[Na+], predict the reaction product. The product is: [F:1][C:2]1([F:18])[CH2:6][CH2:5][C@@H:4]([C@@:7]([OH:17])([C:11]2[CH:12]=[CH:13][CH:14]=[CH:15][CH:16]=2)[C:8]([O:10][CH:32]2[CH2:37][CH2:36][N:35]([C:38]([O:40][C:41]([CH3:44])([CH3:43])[CH3:42])=[O:39])[CH2:34][CH2:33]2)=[O:9])[CH2:3]1. (2) Given the reactants C([O:8][C:9]1[CH:10]=[C:11]2[C:16](=[CH:17][C:18]=1[O:19][CH2:20][CH2:21][O:22][CH3:23])[N:15]=[CH:14][C:13]([C:24]#[N:25])=[C:12]2[Cl:26])C1C=CC=CC=1.C1(SC)C=CC=CC=1, predict the reaction product. The product is: [Cl:26][C:12]1[C:11]2[C:16](=[CH:17][C:18]([O:19][CH2:20][CH2:21][O:22][CH3:23])=[C:9]([OH:8])[CH:10]=2)[N:15]=[CH:14][C:13]=1[C:24]#[N:25]. (3) Given the reactants [F:1][CH2:2][CH2:3][N:4]1[CH2:9][CH2:8][CH:7]([C:10]2[NH:11][CH:12]=[CH:13][N:14]=2)[CH2:6][CH2:5]1.[H-].[Na+].[CH3:17][N:18]([CH3:23])[S:19](Cl)(=[O:21])=[O:20].[NH4+].[Cl-], predict the reaction product. The product is: [F:1][CH2:2][CH2:3][N:4]1[CH2:9][CH2:8][CH:7]([C:10]2[N:14]([S:19]([N:18]([CH3:23])[CH3:17])(=[O:21])=[O:20])[CH:13]=[CH:12][N:11]=2)[CH2:6][CH2:5]1. (4) Given the reactants C([N:8]1[C:12]2[C:13](=[O:35])[N:14]([CH3:34])[C:15]([CH:24]([O:29][C:30]([CH3:33])([CH3:32])[CH3:31])[C:25]([O:27][CH3:28])=[O:26])=[C:16]([C:17]3[CH:22]=[CH:21][C:20]([Cl:23])=[CH:19][CH:18]=3)[C:11]=2[CH:10]=[CH:9]1)C1C=CC=CC=1.[Li+].CC([N-]C(C)C)C, predict the reaction product. The product is: [C:30]([O:29][CH:24]([C:15]1[N:14]([CH3:34])[C:13](=[O:35])[C:12]2[NH:8][CH:9]=[CH:10][C:11]=2[C:16]=1[C:17]1[CH:18]=[CH:19][C:20]([Cl:23])=[CH:21][CH:22]=1)[C:25]([O:27][CH3:28])=[O:26])([CH3:33])([CH3:31])[CH3:32].